Task: Predict the product of the given reaction.. Dataset: Forward reaction prediction with 1.9M reactions from USPTO patents (1976-2016) (1) Given the reactants [F:1][C:2]1[CH:30]=[C:29]([N+:31]([O-])=O)[CH:28]=[CH:27][C:3]=1[O:4][C:5]1[CH:6]=[C:7]2[C:11](=[CH:12][C:13]=1[C:14]1[CH:15]=[N:16][N:17]([C:19]([O:21][C:22]([CH3:25])([CH3:24])[CH3:23])=[O:20])[CH:18]=1)[N:10]([CH3:26])[N:9]=[CH:8]2, predict the reaction product. The product is: [NH2:31][C:29]1[CH:28]=[CH:27][C:3]([O:4][C:5]2[CH:6]=[C:7]3[C:11](=[CH:12][C:13]=2[C:14]2[CH:15]=[N:16][N:17]([C:19]([O:21][C:22]([CH3:24])([CH3:25])[CH3:23])=[O:20])[CH:18]=2)[N:10]([CH3:26])[N:9]=[CH:8]3)=[C:2]([F:1])[CH:30]=1. (2) Given the reactants [C:1]([O:5][C:6](=[O:23])[NH:7][C:8]1[CH:13]=[C:12]([N:14]([CH:16]([CH3:18])[CH3:17])[CH3:15])[C:11]([Cl:19])=[CH:10][C:9]=1[N+:20]([O-])=O)([CH3:4])([CH3:3])[CH3:2].O.O.Cl[Sn]Cl, predict the reaction product. The product is: [C:1]([O:5][C:6](=[O:23])[NH:7][C:8]1[CH:13]=[C:12]([N:14]([CH:16]([CH3:17])[CH3:18])[CH3:15])[C:11]([Cl:19])=[CH:10][C:9]=1[NH2:20])([CH3:2])([CH3:4])[CH3:3]. (3) Given the reactants [CH2:1]([C:3]1[CH:8]=[CH:7][C:6]([CH:9]2[CH2:14][N:13]([C:15]([N:17]3[CH2:22][CH2:21][O:20][CH2:19][CH2:18]3)=[O:16])[CH2:12][CH:11]([C:23](O)=[O:24])[CH2:10]2)=[CH:5][CH:4]=1)[CH3:2].[Cl:26][C:27]1[CH:28]=[C:29]([C:33](=[N:35]O)[NH2:34])[CH:30]=[CH:31][CH:32]=1, predict the reaction product. The product is: [Cl:26][C:27]1[CH:28]=[C:29]([C:33]2[N:35]=[C:23]([CH:11]3[CH2:10][CH:9]([C:6]4[CH:5]=[CH:4][C:3]([CH2:1][CH3:2])=[CH:8][CH:7]=4)[CH2:14][N:13]([C:15]([N:17]4[CH2:22][CH2:21][O:20][CH2:19][CH2:18]4)=[O:16])[CH2:12]3)[O:24][N:34]=2)[CH:30]=[CH:31][CH:32]=1. (4) Given the reactants [C:1]1([CH:7]([C:14]2[CH:19]=[CH:18][CH:17]=[C:16]([C:20]([F:23])([F:22])[F:21])[CH:15]=2)[N:8]2[CH2:13][CH2:12][NH:11][CH2:10][CH2:9]2)[CH:6]=[CH:5][CH:4]=[CH:3][CH:2]=1.Br[CH2:25][C:26]([O:28][CH3:29])=[O:27].C(N(CC)CC)C, predict the reaction product. The product is: [C:1]1([C@@H:7]([C:14]2[CH:19]=[CH:18][CH:17]=[C:16]([C:20]([F:23])([F:22])[F:21])[CH:15]=2)[N:8]2[CH2:9][CH2:10][N:11]([CH2:25][C:26]([O:28][CH3:29])=[O:27])[CH2:12][CH2:13]2)[CH:6]=[CH:5][CH:4]=[CH:3][CH:2]=1. (5) Given the reactants [CH3:1][O:2][C:3]1[CH:4]=[C:5]([Mg]Br)[CH:6]=[CH:7][CH:8]=1.[CH:11]12[O:16][CH:12]1[CH2:13][CH2:14][CH2:15]2, predict the reaction product. The product is: [CH3:1][O:2][C:3]1[CH:4]=[C:5]([C@@H:11]2[CH2:15][CH2:14][CH2:13][C@H:12]2[OH:16])[CH:6]=[CH:7][CH:8]=1. (6) Given the reactants [C:1]1([CH3:27])[CH:6]=[CH:5][C:4]([NH:7][S:8]([C:11]2[CH:20]=[C:19]3[C:14]([CH2:15][CH2:16][N:17]([C:21](=[O:26])[C:22]([F:25])([F:24])[F:23])[CH2:18]3)=[CH:13][CH:12]=2)(=[O:10])=[O:9])=[CH:3][CH:2]=1.Br[CH2:29][C:30]([O:32]C(C)(C)C)=[O:31], predict the reaction product. The product is: [C:1]1([CH3:27])[CH:6]=[CH:5][C:4]([N:7]([CH2:29][C:30]([OH:32])=[O:31])[S:8]([C:11]2[CH:20]=[C:19]3[C:14]([CH2:15][CH2:16][N:17]([C:21](=[O:26])[C:22]([F:23])([F:25])[F:24])[CH2:18]3)=[CH:13][CH:12]=2)(=[O:10])=[O:9])=[CH:3][CH:2]=1. (7) Given the reactants FC1C=C(C2N=C(SC)N=C(N3CCOC[C@@H]3C)C=2)C=NC=1.Cl[C:24]1[CH:29]=[C:28]([Cl:30])[N:27]=[C:26]([N:31]2[CH2:36][CH2:35][O:34][CH2:33][C@@H:32]2[CH3:37])[N:25]=1.[CH:38]1([NH:41][C:42](=[O:59])[NH:43][C:44]2[CH:49]=[CH:48][C:47](B3OC(C)(C)C(C)(C)O3)=[CH:46][CH:45]=2)[CH2:40][CH2:39]1, predict the reaction product. The product is: [Cl:30][C:28]1[N:27]=[C:26]([N:31]2[CH2:36][CH2:35][O:34][CH2:33][C@@H:32]2[CH3:37])[N:25]=[C:24]([C:47]2[CH:48]=[CH:49][C:44]([NH:43][C:42]([NH:41][CH:38]3[CH2:39][CH2:40]3)=[O:59])=[CH:45][CH:46]=2)[CH:29]=1. (8) Given the reactants [CH2:1]([S:3]([C:6]1[CH:11]=[CH:10][C:9]([F:12])=[CH:8][CH:7]=1)(=[O:5])=[O:4])[CH3:2].[N+:13]([O-])([O-:15])=[O:14].[K+], predict the reaction product. The product is: [CH2:1]([S:3]([C:6]1[CH:11]=[CH:10][C:9]([F:12])=[C:8]([N+:13]([O-:15])=[O:14])[CH:7]=1)(=[O:4])=[O:5])[CH3:2].